Task: Regression. Given a peptide amino acid sequence and an MHC pseudo amino acid sequence, predict their binding affinity value. This is MHC class I binding data.. Dataset: Peptide-MHC class I binding affinity with 185,985 pairs from IEDB/IMGT (1) The peptide sequence is RRVSGCVSV. The MHC is HLA-B27:05 with pseudo-sequence HLA-B27:05. The binding affinity (normalized) is 0.403. (2) The peptide sequence is YCVKYPNL. The MHC is H-2-Kb with pseudo-sequence H-2-Kb. The binding affinity (normalized) is 0.377.